Predict the product of the given reaction. From a dataset of Forward reaction prediction with 1.9M reactions from USPTO patents (1976-2016). (1) Given the reactants [C:1]1([C:7]23[CH2:16][CH:11]4[CH2:12][CH:13]([CH2:15][C:9]([NH:17]C(=O)OCC5C=CC=CC=5)([CH2:10]4)[CH2:8]2)[CH2:14]3)[CH:6]=[CH:5][CH:4]=[CH:3][CH:2]=1.C(O)(=O)C, predict the reaction product. The product is: [C:1]1([C:7]23[CH2:16][CH:11]4[CH2:12][CH:13]([CH2:15][C:9]([NH2:17])([CH2:10]4)[CH2:8]2)[CH2:14]3)[CH:2]=[CH:3][CH:4]=[CH:5][CH:6]=1. (2) Given the reactants C([O:8][C:9]([C@H:11]1[CH2:16][CH2:15][C@H:14]([NH:17][S:18]([C:21]2[CH:26]=[CH:25][C:24]([C:27]#[N:28])=[CH:23][CH:22]=2)(=[O:20])=[O:19])[CH2:13][CH2:12]1)=O)C1C=CC=CC=1.[Li+].[OH-].[NH:31]1[CH2:36][CH2:35][NH:34][CH2:33][CH2:32]1.CN(C(ON1N=NC2C=CC=CC1=2)=[N+](C)C)C.[B-](F)(F)(F)F.CCN(CC)CC, predict the reaction product. The product is: [C:27]([C:24]1[CH:23]=[CH:22][C:21]([S:18]([NH:17][CH:14]2[CH2:13][CH2:12][CH:11]([C:9]([N:31]3[CH2:36][CH2:35][NH:34][CH2:33][CH2:32]3)=[O:8])[CH2:16][CH2:15]2)(=[O:19])=[O:20])=[CH:26][CH:25]=1)#[N:28]. (3) Given the reactants [OH:1][CH2:2][CH:3]1[CH:8]([NH:9][C:10](=[O:12])[O-:11])[CH2:7][CH2:6][O:5][CH2:4]1.[Cl:13][C:14]1[CH:15]=[N:16][N:17]([C:19]2[CH:24]=[CH:23][C:22](O)=[C:21]([F:26])[CH:20]=2)[CH:18]=1.N(C(N1[CH2:44][CH2:43][CH2:42]CC1)=O)=NC(N1CCCCC1)=O.P(CCCC)(CCCC)[CH2:46]CCC, predict the reaction product. The product is: [Cl:13][C:14]1[CH:15]=[N:16][N:17]([C:19]2[CH:24]=[CH:23][C:22]([O:1][CH2:2][CH:3]3[CH:8]([NH:9][C:10](=[O:11])[O:12][C:43]([CH3:42])([CH3:44])[CH3:46])[CH2:7][CH2:6][O:5][CH2:4]3)=[C:21]([F:26])[CH:20]=2)[CH:18]=1. (4) Given the reactants [CH:1]([CH:3]1[CH2:5][CH:4]1[C:6]([O:8][CH2:9][CH3:10])=[O:7])=[O:2].[C:11]([Mg]Br)#[CH:12], predict the reaction product. The product is: [OH:2][CH:1]([C@@H:3]1[CH2:5][C@H:4]1[C:6]([O:8][CH2:9][CH3:10])=[O:7])[C:11]#[CH:12]. (5) Given the reactants [N:1]1[CH:6]=[CH:5][CH:4]=[C:3]([C:7]2[N:23]=[C:10]3[CH:11]=[CH:12][C:13]([NH:15]C(=O)OC(C)(C)C)=[CH:14][N:9]3[N:8]=2)[CH:2]=1.Cl.C(OCC)C, predict the reaction product. The product is: [N:1]1[CH:6]=[CH:5][CH:4]=[C:3]([C:7]2[N:23]=[C:10]3[CH:11]=[CH:12][C:13]([NH2:15])=[CH:14][N:9]3[N:8]=2)[CH:2]=1. (6) Given the reactants [Cl:1][C:2]1[CH:7]=[CH:6][CH:5]=[CH:4][C:3]=1[N:8]1[C:16]2[C:15](=[O:17])[N:14](COC(=O)C(C)(C)C)[C:13](=[O:26])[NH:12][C:11]=2[N:10]=[C:9]1[N:27]1[CH2:32][CH2:31][N:30](C(OC(C)(C)C)=O)[CH2:29][CH2:28]1.Br[CH:41]1[CH2:44][CH2:43][CH2:42]1.C(=O)([O-])[O-].[K+].[K+].C(OCC)(=O)C, predict the reaction product. The product is: [Cl:1][C:2]1[CH:7]=[CH:6][CH:5]=[CH:4][C:3]=1[N:8]1[C:16]2[C:15](=[O:17])[NH:14][C:13]([O:26][CH:41]3[CH2:44][CH2:43][CH2:42]3)=[N:12][C:11]=2[N:10]=[C:9]1[N:27]1[CH2:32][CH2:31][NH:30][CH2:29][CH2:28]1.